Task: Predict the product of the given reaction.. Dataset: Forward reaction prediction with 1.9M reactions from USPTO patents (1976-2016) (1) Given the reactants [NH2:1][C:2]1[N:31]=[C:5]2[N:6]([C:21]3[CH:26]=[CH:25][CH:24]=[C:23]([C:27]([F:30])([F:29])[F:28])[CH:22]=3)[C:7]([CH3:20])=[C:8]([C:18]#[N:19])[C@@H:9]([C:10]3[CH:15]=[CH:14][C:13]([C:16]#[N:17])=[CH:12][CH:11]=3)[N:4]2[N:3]=1.S([O-])([O-])(=O)=O.[Na+].[Na+].[CH2:39]([N:41]=[C:42]=[O:43])[CH3:40], predict the reaction product. The product is: [C:18]([C:8]1[C@@H:9]([C:10]2[CH:15]=[CH:14][C:13]([C:16]#[N:17])=[CH:12][CH:11]=2)[N:4]2[N:3]=[C:2]([NH:1][C:42]([NH:41][CH2:39][CH3:40])=[O:43])[N:31]=[C:5]2[N:6]([C:21]2[CH:26]=[CH:25][CH:24]=[C:23]([C:27]([F:28])([F:30])[F:29])[CH:22]=2)[C:7]=1[CH3:20])#[N:19]. (2) Given the reactants O[CH:2]1[O:8][C@H:7]([CH2:9][OH:10])[C@@H:5]([OH:6])[C@H:3]1O.[NH:11]1[CH:19]=[C:17]([CH3:18])[C:15](=[O:16])[NH:14][C:12]1=[S:13].Cl[Sn](Cl)(Cl)Cl, predict the reaction product. The product is: [C@@H:2]1([N:11]2[CH:19]=[C:17]([CH3:18])[C:15](=[O:16])[NH:14][C:12]2=[S:13])[O:8][C@H:7]([CH2:9][OH:10])[C@@H:5]([OH:6])[CH2:3]1. (3) Given the reactants [CH:1]1[C:14]2[C:5](=[CH:6][C:7]3[C:12]([C:13]=2[C:15]([N:17]2[CH2:22][CH2:21][CH:20]([N:23]4[CH2:39][CH2:38][CH2:37][C:25]5([C:29](=[O:30])[N:28]([CH2:31][C:32]([O:34]C)=[O:33])[CH:27]([CH3:36])[CH2:26]5)[CH2:24]4)[CH2:19][CH2:18]2)=[O:16])=[CH:11][CH:10]=[CH:9][CH:8]=3)[CH:4]=[CH:3][CH:2]=1.[OH-].[Na+].Cl, predict the reaction product. The product is: [CH:1]1[C:14]2[C:5](=[CH:6][C:7]3[C:12]([C:13]=2[C:15]([N:17]2[CH2:18][CH2:19][CH:20]([N:23]4[CH2:39][CH2:38][CH2:37][C:25]5([C:29](=[O:30])[N:28]([CH2:31][C:32]([OH:34])=[O:33])[CH:27]([CH3:36])[CH2:26]5)[CH2:24]4)[CH2:21][CH2:22]2)=[O:16])=[CH:11][CH:10]=[CH:9][CH:8]=3)[CH:4]=[CH:3][CH:2]=1. (4) Given the reactants [CH:1]12[CH2:10][CH:5]3[CH2:6][CH:7]([CH2:9][CH:3]([CH2:4]3)[CH:2]1[N:11]1[C:14](=[O:15])[C:13]([CH3:17])([CH3:16])[NH:12]1)[CH2:8]2.[F:18][C:19]1[CH:24]=[CH:23][CH:22]=[CH:21][C:20]=1[S:25](Cl)(=[O:27])=[O:26], predict the reaction product. The product is: [F:18][C:19]1[CH:24]=[CH:23][CH:22]=[CH:21][C:20]=1[S:25]([N:12]1[C:13]([CH3:17])([CH3:16])[C:14](=[O:15])[N:11]1[CH:2]1[CH:3]2[CH2:4][CH:5]3[CH2:6][CH:7]([CH2:8][CH:1]1[CH2:10]3)[CH2:9]2)(=[O:27])=[O:26]. (5) The product is: [Cl:1][C:2]1[N:7]=[CH:6][C:5]([S:8]([NH:19][CH:20]2[CH2:21][CH2:22][N:23]([C:26]([O:28][C:29]([CH3:32])([CH3:31])[CH3:30])=[O:27])[CH2:24][CH2:25]2)(=[O:10])=[O:9])=[CH:4][CH:3]=1. Given the reactants [Cl:1][C:2]1[N:7]=[CH:6][C:5]([S:8](Cl)(=[O:10])=[O:9])=[CH:4][CH:3]=1.C(N(CC)CC)C.[NH2:19][CH:20]1[CH2:25][CH2:24][N:23]([C:26]([O:28][C:29]([CH3:32])([CH3:31])[CH3:30])=[O:27])[CH2:22][CH2:21]1.O, predict the reaction product. (6) Given the reactants [N:1]1[CH:6]=[CH:5][CH:4]=[C:3]([C:7](=[O:14])[CH2:8][CH2:9][CH2:10][CH2:11][CH2:12][CH3:13])[CH:2]=1.N1CCCC[CH2:16]1.C(O)(=O)C.C=O, predict the reaction product. The product is: [CH2:16]=[C:8]([CH2:9][CH2:10][CH2:11][CH2:12][CH3:13])[C:7]([C:3]1[CH:2]=[N:1][CH:6]=[CH:5][CH:4]=1)=[O:14]. (7) Given the reactants [CH:1]1([C:7]2[CH:12]=[CH:11][C:10]([N:13]3[CH2:18][CH2:17][NH:16][CH2:15][CH2:14]3)=[CH:9][CH:8]=2)[CH2:6][CH2:5][CH2:4][CH2:3][CH2:2]1.[Cl:19][CH2:20][CH2:21][C:22](Cl)=[O:23], predict the reaction product. The product is: [Cl:19][CH2:20][CH2:21][C:22]([N:16]1[CH2:15][CH2:14][N:13]([C:10]2[CH:11]=[CH:12][C:7]([CH:1]3[CH2:2][CH2:3][CH2:4][CH2:5][CH2:6]3)=[CH:8][CH:9]=2)[CH2:18][CH2:17]1)=[O:23]. (8) Given the reactants [NH2:1][C:2]1[NH:6][N:5]=[C:4]([CH3:7])[C:3]=1[C:8]#[N:9].[O:10]1[C:14]2[CH:15]=[CH:16][C:17]([C:19](=O)[CH2:20][C:21](OCC)=[O:22])=[CH:18][C:13]=2[O:12][CH2:11]1, predict the reaction product. The product is: [O:10]1[C:14]2[CH:15]=[CH:16][C:17]([C:19]3[NH:1][C:2]4[N:6]([N:5]=[C:4]([CH3:7])[C:3]=4[C:8]#[N:9])[C:21](=[O:22])[CH:20]=3)=[CH:18][C:13]=2[O:12][CH2:11]1.